The task is: Predict the product of the given reaction.. This data is from Forward reaction prediction with 1.9M reactions from USPTO patents (1976-2016). (1) Given the reactants [Al+3].[Cl-].[Cl-].[Cl-].[N:5]1[C:14]2[C:9](=[CH:10][CH:11]=[CH:12][CH:13]=2)[CH:8]=[C:7]([C:15](Cl)=[O:16])[CH:6]=1.[CH3:18][N:19]1[CH2:24][CH2:23][CH2:22][CH2:21][CH:20]1[CH2:25][N:26]1[C:34]2[C:29](=[CH:30][CH:31]=[CH:32][CH:33]=2)[CH:28]=[CH:27]1.[OH-].[Na+], predict the reaction product. The product is: [CH3:18][N:19]1[CH2:24][CH2:23][CH2:22][CH2:21][CH:20]1[CH2:25][N:26]1[C:34]2[C:29](=[CH:30][CH:31]=[CH:32][CH:33]=2)[C:28]([C:15]([C:7]2[CH:6]=[N:5][C:14]3[C:9]([CH:8]=2)=[CH:10][CH:11]=[CH:12][CH:13]=3)=[O:16])=[CH:27]1. (2) Given the reactants [Br-].[F:2][C:3]1[CH:8]=[CH:7][C:6]([C:9]2[C:13]([C:14]3[CH:19]=[CH:18][CH:17]=[CH:16][N:15]=3)=[CH:12][N:11]([CH:20]([CH3:22])[CH3:21])[C:10]=2[CH2:23][P+](C2C=CC=CC=2)(C2C=CC=CC=2)C2C=CC=CC=2)=[CH:5][CH:4]=1.CS(C)=O.C[Si]([N-][Si](C)(C)C)(C)C.[Na+].[C:57]([O:61][C:62](=[O:74])[CH2:63][CH:64]1[CH2:69][CH:68]([CH:70]=O)[O:67][C:66]([CH3:73])([CH3:72])[O:65]1)([CH3:60])([CH3:59])[CH3:58], predict the reaction product. The product is: [C:57]([O:61][C:62](=[O:74])[CH2:63][CH:64]1[CH2:69][CH:68]([CH:70]=[CH:23][C:10]2[N:11]([CH:20]([CH3:22])[CH3:21])[CH:12]=[C:13]([C:14]3[CH:19]=[CH:18][CH:17]=[CH:16][N:15]=3)[C:9]=2[C:6]2[CH:5]=[CH:4][C:3]([F:2])=[CH:8][CH:7]=2)[O:67][C:66]([CH3:73])([CH3:72])[O:65]1)([CH3:60])([CH3:58])[CH3:59].